Predict which catalyst facilitates the given reaction. From a dataset of Catalyst prediction with 721,799 reactions and 888 catalyst types from USPTO. Reactant: C([O-])C.[Na+].[F:5][C:6]1[CH:11]=[CH:10][C:9]([OH:12])=[CH:8][CH:7]=1.Cl[CH2:14][CH2:15][CH2:16][C:17]([O:19][CH2:20][CH3:21])=[O:18]. Product: [CH2:20]([O:19][C:17](=[O:18])[CH2:16][CH2:15][CH2:14][O:12][C:9]1[CH:10]=[CH:11][C:6]([F:5])=[CH:7][CH:8]=1)[CH3:21]. The catalyst class is: 8.